From a dataset of Forward reaction prediction with 1.9M reactions from USPTO patents (1976-2016). Predict the product of the given reaction. (1) Given the reactants [CH3:1][CH:2]1[CH2:8][CH2:7][CH2:6][C:5]2[CH:9]=[CH:10][CH:11]=[CH:12][C:4]=2[C:3]1=[O:13].[BH4-].[Na+], predict the reaction product. The product is: [CH3:1][CH:2]1[CH2:8][CH2:7][CH2:6][C:5]2[CH:9]=[CH:10][CH:11]=[CH:12][C:4]=2[CH:3]1[OH:13]. (2) Given the reactants B(Br)(Br)Br.C[O:6][C:7]1[C:16]([S:17][CH3:18])=[CH:15][C:14]2[C:9](=[CH:10][CH:11]=[C:12]([CH:19]([CH3:24])[CH2:20][CH2:21][CH2:22][CH3:23])[CH:13]=2)[CH:8]=1, predict the reaction product. The product is: [CH3:24][CH:19]([C:12]1[CH:13]=[C:14]2[C:9](=[CH:10][CH:11]=1)[CH:8]=[C:7]([OH:6])[C:16]([S:17][CH3:18])=[CH:15]2)[CH2:20][CH2:21][CH2:22][CH3:23]. (3) Given the reactants [F:1][C:2]1[C:7]2[CH2:8][CH2:9][C:10]3[CH:15]=[CH:14][N:13]=[CH:12][C:11]=3[CH:16]([N:17]=[C:18]=[S:19])[C:6]=2[CH:5]=[CH:4][CH:3]=1.[Cl:20][C:21]1[CH:22]=[C:23]([C:29]([NH:31][C@@H:32]2[CH2:36][CH2:35][N:34]([CH3:37])[C:33]2=[O:38])=[O:30])[CH:24]=[N:25][C:26]=1[NH:27][NH2:28], predict the reaction product. The product is: [Cl:20][C:21]1[CH:22]=[C:23]([C:29]([NH:31][C@@H:32]2[CH2:36][CH2:35][N:34]([CH3:37])[C:33]2=[O:38])=[O:30])[CH:24]=[N:25][C:26]=1[NH:27][NH:28][C:18]([NH:17][CH:16]1[C:11]2[CH:12]=[N:13][CH:14]=[CH:15][C:10]=2[CH2:9][CH2:8][C:7]2[C:2]([F:1])=[CH:3][CH:4]=[CH:5][C:6]1=2)=[S:19]. (4) Given the reactants [F:1][C:2]1[CH:7]=[C:6]([NH:8][CH2:9][C:10]2[CH:11]=[C:12]([C:16]3[C:21]([CH3:22])=[CH:20][C:19]([O:23][CH2:24][C:25]4([OH:33])[CH2:30][CH2:29][S:28](=[O:32])(=[O:31])[CH2:27][CH2:26]4)=[CH:18][C:17]=3[CH3:34])[CH:13]=[CH:14][CH:15]=2)[CH:5]=[CH:4][C:3]=1[CH2:35][CH2:36][C:37]([O:39]CC)=[O:38].CO.[OH-].[Na+].Cl, predict the reaction product. The product is: [F:1][C:2]1[CH:7]=[C:6]([NH:8][CH2:9][C:10]2[CH:11]=[C:12]([C:16]3[C:21]([CH3:22])=[CH:20][C:19]([O:23][CH2:24][C:25]4([OH:33])[CH2:26][CH2:27][S:28](=[O:32])(=[O:31])[CH2:29][CH2:30]4)=[CH:18][C:17]=3[CH3:34])[CH:13]=[CH:14][CH:15]=2)[CH:5]=[CH:4][C:3]=1[CH2:35][CH2:36][C:37]([OH:39])=[O:38]. (5) Given the reactants [CH2:1]([O:3][C:4](=[O:20])[CH2:5][O:6][C:7]1[CH:12]=[CH:11][C:10]([NH:13][CH3:14])=[CH:9][C:8]=1[CH2:15][CH2:16][CH2:17][O:18][CH3:19])[CH3:2].[H-].[Na+].[Na+].[I-].Cl[CH2:26][C:27]1[S:31][C:30]([C:32]2[CH:37]=[CH:36][C:35]([C:38]([F:41])([F:40])[F:39])=[CH:34][CH:33]=2)=[N:29][C:28]=1[CH3:42], predict the reaction product. The product is: [CH2:1]([O:3][C:4](=[O:20])[CH2:5][O:6][C:7]1[CH:12]=[CH:11][C:10]([N:13]([CH3:14])[CH2:26][C:27]2[S:31][C:30]([C:32]3[CH:37]=[CH:36][C:35]([C:38]([F:41])([F:40])[F:39])=[CH:34][CH:33]=3)=[N:29][C:28]=2[CH3:42])=[CH:9][C:8]=1[CH2:15][CH2:16][CH2:17][O:18][CH3:19])[CH3:2].